Dataset: Reaction yield outcomes from USPTO patents with 853,638 reactions. Task: Predict the reaction yield, written as a fraction of the theoretical maximum amount of product (1.0 means a 100% yield; for example, 0.34 means a 34% yield). (1) The reactants are [F:1][C:2]1[CH:9]=[C:8]([Br:10])[CH:7]=[CH:6][C:3]=1[CH:4]=O.[C:11](#[N:15])[CH2:12][C:13]#[N:14].C(O)C.[BH4-].[Na+]. The catalyst is O. The product is [F:1][C:2]1[CH:9]=[C:8]([Br:10])[CH:7]=[CH:6][C:3]=1[CH2:4][CH:12]([C:11]#[N:15])[C:13]#[N:14]. The yield is 0.950. (2) The reactants are [C:1](Cl)(=[O:5])C(Cl)=O.[CH3:7][O:8][C:9]1[CH:14]=[CH:13][C:12]([C:15]2[S:19][C:18]([C:20](O)=[O:21])=[C:17]([C:23]3[CH:28]=[CH:27][C:26]([S:29](=[O:32])(=[O:31])[NH2:30])=[CH:25][CH:24]=3)[C:16]=2[CH3:33])=[CH:11][CH:10]=1.[CH3:34][N:35]([CH:37]=O)[CH3:36].[CH2:39]([N:41](CC)CC)C. The catalyst is ClCCl. The product is [CH3:34][N:35]([CH:37]=[N:30][S:29]([C:26]1[CH:25]=[CH:24][C:23]([C:17]2[C:16]([CH3:33])=[C:15]([C:12]3[CH:11]=[CH:10][C:9]([O:8][CH3:7])=[CH:14][CH:13]=3)[S:19][C:18]=2[C:20]([N:41]([O:5][CH3:1])[CH3:39])=[O:21])=[CH:28][CH:27]=1)(=[O:31])=[O:32])[CH3:36]. The yield is 0.780. (3) The reactants are [CH3:1][O:2][C:3]1[CH:11]=[CH:10][C:6]([C:7]([OH:9])=O)=[CH:5][CH:4]=1.S(Cl)(Cl)=O.[CH3:16][O:17][C:18]1[CH:19]=[CH:20][C:21]2[CH:25]=[C:24]([C:26]3[CH:31]=[CH:30][C:29]([O:32][CH3:33])=[CH:28][CH:27]=3)[S:23][C:22]=2[CH:34]=1.[Cl-].[Al+3].[Cl-].[Cl-]. The catalyst is CN(C)C=O.O1CCCC1.C(Cl)(Cl)Cl. The product is [CH3:16][O:17][C:18]1[CH:19]=[CH:20][C:21]2[C:25]([C:7]([C:6]3[CH:5]=[CH:4][C:3]([O:2][CH3:1])=[CH:11][CH:10]=3)=[O:9])=[C:24]([C:26]3[CH:27]=[CH:28][C:29]([O:32][CH3:33])=[CH:30][CH:31]=3)[S:23][C:22]=2[CH:34]=1. The yield is 0.390. (4) The reactants are [NH2:1][C@@H:2]([C:6]([OH:8])=[O:7])[C@@H:3]([CH3:5])[OH:4].C([O-])([O-])=O.[K+].[K+].F[C:16]1[C:25]2[C:20](=[CH:21][CH:22]=[CH:23][CH:24]=2)[C:19]([C:26]#[N:27])=[CH:18][CH:17]=1. The catalyst is CS(C)=O. The product is [C:26]([C:19]1[C:20]2[C:25](=[CH:24][CH:23]=[CH:22][CH:21]=2)[C:16]([NH:1][C@H:2]([C@H:3]([OH:4])[CH3:5])[C:6]([OH:8])=[O:7])=[CH:17][CH:18]=1)#[N:27]. The yield is 0.760. (5) The reactants are [OH-].[K+].[CH3:3][O:4][C:5]1[CH:6]=[C:7]([CH2:13][O:14][C:15]2[CH:16]=[C:17]([NH2:20])[NH:18][N:19]=2)[CH:8]=[C:9]([O:11][CH3:12])[CH:10]=1.C(=O)(OC(C)(C)C)[O:22][C:23]([O:25][C:26]([CH3:29])([CH3:28])[CH3:27])=O. The catalyst is O.ClCCl. The product is [NH2:20][C:17]1[N:18]([C:23]([O:25][C:26]([CH3:29])([CH3:28])[CH3:27])=[O:22])[N:19]=[C:15]([O:14][CH2:13][C:7]2[CH:6]=[C:5]([O:4][CH3:3])[CH:10]=[C:9]([O:11][CH3:12])[CH:8]=2)[CH:16]=1. The yield is 0.990. (6) The reactants are C([C@@:4]1([C:31]([O-:33])=[O:32])[CH2:8][C@@H:7]([O:9][C:10]([CH3:13])([CH3:12])[CH3:11])[CH2:6][N:5]1C(OCC1C2C=CC=CC=2C2C1=CC=CC=2)=O)C=C.NCCN([CH2:41][CH2:42]N)CCN.[CH2:44](Cl)Cl. No catalyst specified. The product is [C:10]([O:9][C@H:7]1[CH2:6][NH:5][C@H:4]([C:31]([O:33][CH2:44][CH:41]=[CH2:42])=[O:32])[CH2:8]1)([CH3:11])([CH3:12])[CH3:13]. The yield is 0.970. (7) The reactants are [CH3:1][C:2]1[N:3]=[CH:4][N:5]([C:7]2[CH:12]=[CH:11][C:10]([N+:13]([O-])=O)=[CH:9][CH:8]=2)[CH:6]=1.C(OCC)(=O)C. The catalyst is CO.Cl.[Fe]. The product is [CH3:1][C:2]1[N:3]=[CH:4][N:5]([C:7]2[CH:12]=[CH:11][C:10]([NH2:13])=[CH:9][CH:8]=2)[CH:6]=1. The yield is 0.640. (8) The product is [CH2:19]([O:18][C:16](=[O:17])[C:15](=[O:21])[CH2:14][S:1][C:2]1[NH:11][C:10](=[O:12])[C:9]2[C:4](=[CH:5][CH:6]=[CH:7][CH:8]=2)[N:3]=1)[CH3:20]. The catalyst is CN(C=O)C.CCOC(C)=O. The reactants are [SH:1][C:2]1[NH:11][C:10](=[O:12])[C:9]2[C:4](=[CH:5][CH:6]=[CH:7][CH:8]=2)[N:3]=1.Br[CH2:14][C:15](=[O:21])[C:16]([O:18][CH2:19][CH3:20])=[O:17].C(N(CC)CC)C.Cl. The yield is 0.110.